This data is from Catalyst prediction with 721,799 reactions and 888 catalyst types from USPTO. The task is: Predict which catalyst facilitates the given reaction. (1) Reactant: [CH3:1][O:2][C:3]([C:5]1[CH:10]=[CH:9][CH:8]=[C:7]([CH3:11])[N:6]=1)=[O:4].C1C(=O)N([Br:19])C(=O)C1. Product: [CH3:1][O:2][C:3]([C:5]1[CH:10]=[CH:9][CH:8]=[C:7]([CH2:11][Br:19])[N:6]=1)=[O:4]. The catalyst class is: 340. (2) Reactant: C([O:3][C:4](=O)[NH:5][CH2:6][CH2:7][C:8]1[CH:17]=[CH:16][C:15]2[C:10](=[CH:11][CH:12]=[CH:13][CH:14]=2)[CH:9]=1)C.O=P12OP3(OP(OP(O3)(O1)=O)(=O)O2)=O. Product: [C:4]1(=[O:3])[C:9]2[C:8](=[CH:17][CH:16]=[C:15]3[CH:14]=[CH:13][CH:12]=[CH:11][C:10]3=2)[CH2:7][CH2:6][NH:5]1. The catalyst class is: 265. (3) Reactant: [OH:1][CH2:2][CH2:3][NH:4][CH:5]1[CH2:10][CH2:9][N:8]([C:11]([O:13][C:14]([CH3:17])([CH3:16])[CH3:15])=[O:12])[CH2:7][C:6]1([CH3:19])[CH3:18].C1N=CN([C:25](N2C=NC=C2)=[O:26])C=1. Product: [CH3:18][C:6]1([CH3:19])[CH:5]([N:4]2[CH2:3][CH2:2][O:1][C:25]2=[O:26])[CH2:10][CH2:9][N:8]([C:11]([O:13][C:14]([CH3:17])([CH3:16])[CH3:15])=[O:12])[CH2:7]1. The catalyst class is: 13. (4) Reactant: C[Si]([Br:5])(C)C.[CH2:6]([O:13][C:14]1[C:23]2[O:22][CH2:21][CH2:20][O:19][C:18]=2[CH:17]=[C:16]([CH2:24]O)[CH:15]=1)[C:7]1[CH:12]=[CH:11][CH:10]=[CH:9][CH:8]=1. Product: [CH2:6]([O:13][C:14]1[CH:15]=[C:16]([CH:17]=[C:18]2[O:19][CH2:20][CH2:21][O:22][C:23]=12)[CH2:24][Br:5])[C:7]1[CH:12]=[CH:11][CH:10]=[CH:9][CH:8]=1. The catalyst class is: 22. (5) Reactant: C(OC([N:8]1[CH2:13][CH2:12][N:11]([C:14]2[CH:19]=[CH:18][C:17]([C:20]3[O:21][CH2:22][CH:23]([C:25]([O:27][CH3:28])=[O:26])[N:24]=3)=[CH:16][C:15]=2[F:29])[CH2:10][CH2:9]1)=O)(C)(C)C.[C:30](O)([C:32](F)(F)F)=[O:31]. Product: [CH3:28][O:27][C:25]([CH:23]1[CH2:22][O:21][C:20]([C:17]2[CH:18]=[CH:19][C:14]([N:11]3[CH2:10][CH2:9][N:8]([CH:32]([C:30](=[O:31])[N:8]([CH2:13][CH3:12])[CH2:9][CH3:10])[C:19]4[CH:18]=[CH:17][CH:16]=[CH:15][CH:14]=4)[CH2:13][CH2:12]3)=[C:15]([F:29])[CH:16]=2)=[N:24]1)=[O:26]. The catalyst class is: 2.